This data is from Catalyst prediction with 721,799 reactions and 888 catalyst types from USPTO. The task is: Predict which catalyst facilitates the given reaction. (1) Reactant: [NH2:1][C:2]1[N:6]([CH3:7])[N:5]=[C:4]([CH:8]2[CH2:12][CH2:11][N:10]([C:13]([O:15][CH2:16][C:17]3[CH:22]=[CH:21][CH:20]=[CH:19][CH:18]=3)=[O:14])[CH2:9]2)[C:3]=1[C:23]1[CH2:28][CH2:27][CH2:26][CH2:25][CH:24]=1.C(N=[C:32]=[O:33])C. Product: [CH3:7][N:6]1[C:2]2[NH:1][C:32](=[O:33])[C:24]3[CH2:25][CH2:26][CH2:27][CH2:28][C:23]=3[C:3]=2[C:4]([CH:8]2[CH2:12][CH2:11][N:10]([C:13]([O:15][CH2:16][C:17]3[CH:22]=[CH:21][CH:20]=[CH:19][CH:18]=3)=[O:14])[CH2:9]2)=[N:5]1. The catalyst class is: 17. (2) Reactant: [CH2:1]([O:3][P:4]([CH2:9][CH2:10][CH2:11][NH:12][C:13]1[C:14]([C:27]([O:29][CH2:30][CH3:31])=[O:28])=[N:15][CH:16]=[C:17]([CH2:19][C:20]2[CH:25]=[CH:24][C:23]([F:26])=[CH:22][CH:21]=2)[CH:18]=1)([O:6][CH2:7][CH3:8])=[O:5])[CH3:2].Cl[C:33](=[O:40])[CH2:34][C:35]([O:37][CH2:38][CH3:39])=[O:36].O. Product: [CH2:1]([O:3][P:4]([CH2:9][CH2:10][CH2:11][N:12]([C:33](=[O:40])[CH2:34][C:35]([O:37][CH2:38][CH3:39])=[O:36])[C:13]1[C:14]([C:27]([O:29][CH2:30][CH3:31])=[O:28])=[N:15][CH:16]=[C:17]([CH2:19][C:20]2[CH:21]=[CH:22][C:23]([F:26])=[CH:24][CH:25]=2)[CH:18]=1)([O:6][CH2:7][CH3:8])=[O:5])[CH3:2]. The catalyst class is: 68. (3) Reactant: [CH2:1]([C:3]1[CH:8]=[CH:7][C:6]([CH2:9][C:10]([OH:12])=O)=[CH:5][CH:4]=1)[CH3:2].C(Cl)(=O)C([Cl:16])=O. Product: [CH2:1]([C:3]1[CH:8]=[CH:7][C:6]([CH2:9][C:10]([Cl:16])=[O:12])=[CH:5][CH:4]=1)[CH3:2]. The catalyst class is: 120. (4) Reactant: [NH2:1][C:2]1[N:7]=[CH:6][C:5]([O:8][C:9]2[C:18]3[CH2:17][N:16]([CH2:19][C:20]4[CH:25]=[CH:24][C:23]([O:26][CH3:27])=[CH:22][CH:21]=4)[C:15](=[O:28])[NH:14][C:13]=3[N:12]=[CH:11][CH:10]=2)=[CH:4][CH:3]=1.[F:29][C:30]1[CH:35]=[CH:34][C:33]([C:36]2[C:37](=[O:45])[C:38]([C:42](O)=[O:43])=[CH:39][NH:40][CH:41]=2)=[CH:32][CH:31]=1.C(N(CC)C(C)C)(C)C. Product: [CH3:27][O:26][C:23]1[CH:24]=[CH:25][C:20]([CH2:19][N:16]2[CH2:17][C:18]3[C:9]([O:8][C:5]4[CH:4]=[CH:3][C:2]([NH:1][C:42]([C:38]5[C:37](=[O:45])[C:36]([C:33]6[CH:34]=[CH:35][C:30]([F:29])=[CH:31][CH:32]=6)=[CH:41][NH:40][CH:39]=5)=[O:43])=[N:7][CH:6]=4)=[CH:10][CH:11]=[N:12][C:13]=3[NH:14][C:15]2=[O:28])=[CH:21][CH:22]=1. The catalyst class is: 3. (5) Reactant: Cl[C:2]1[CH:7]=[CH:6][C:5]([N+:8]([O-:10])=[O:9])=[CH:4][N:3]=1.[CH3:11][C@@H:12]1[CH2:17][O:16][CH2:15][CH2:14][NH:13]1. Product: [CH3:11][C@@H:12]1[CH2:17][O:16][CH2:15][CH2:14][N:13]1[C:2]1[CH:7]=[CH:6][C:5]([N+:8]([O-:10])=[O:9])=[CH:4][N:3]=1. The catalyst class is: 5.